This data is from Full USPTO retrosynthesis dataset with 1.9M reactions from patents (1976-2016). The task is: Predict the reactants needed to synthesize the given product. (1) Given the product [CH3:1][C:2]1[C:6]([C:7]2[CH:8]=[C:9]([F:24])[C:10]([NH2:23])=[C:11]3[C:16]=2[O:15][CH2:14][CH:13]([C:17]2[CH:18]=[N:19][CH:20]=[CH:21][CH:22]=2)[NH:12]3)=[C:5]([CH3:25])[O:4][N:3]=1, predict the reactants needed to synthesize it. The reactants are: [CH3:1][C:2]1[C:6]([C:7]2[CH:8]=[C:9]([F:24])[C:10]([NH2:23])=[C:11]3[C:16]=2[O:15][CH2:14][C:13]([C:17]2[CH:18]=[N:19][CH:20]=[CH:21][CH:22]=2)=[N:12]3)=[C:5]([CH3:25])[O:4][N:3]=1.[BH4-].[Na+]. (2) Given the product [OH:22][CH:23]([C:29]1[CH:30]=[CH:31][C:32]([N:35]([CH2:39][C:40]#[C:41][CH2:42][CH2:43][CH2:44][C:45]([O:47][CH3:48])=[O:46])[C:36](=[O:38])[CH3:37])=[CH:33][CH:34]=1)[CH2:24][CH2:25][CH2:26][CH2:27][CH3:28], predict the reactants needed to synthesize it. The reactants are: ClC1C(=O)C(C#N)=C(C#N)C(=O)C=1Cl.COC1C=CC(C[O:22][CH:23]([C:29]2[CH:34]=[CH:33][C:32]([N:35]([CH2:39][C:40]#[C:41][CH2:42][CH2:43][CH2:44][C:45]([O:47][CH3:48])=[O:46])[C:36](=[O:38])[CH3:37])=[CH:31][CH:30]=2)[CH2:24][CH2:25][CH2:26][CH2:27][CH3:28])=CC=1. (3) Given the product [CH2:1]([CH:3]1[NH:10][CH2:9][C:6]2([CH2:7][CH2:8]2)[NH:5][C:4]1=[O:21])[CH3:2], predict the reactants needed to synthesize it. The reactants are: [CH2:1]([CH:3]1[N:10](C(OCC2C=CC=CC=2)=O)[CH2:9][C:6]2([CH2:8][CH2:7]2)[NH:5][C:4]1=[O:21])[CH3:2]. (4) Given the product [C:1]([O:5][C@@H:6]([C:11]1[C:40]([CH3:41])=[C:39]([CH3:42])[C:38]2=[N:43][C:35]3=[CH:36][N:37]2[C:12]=1[N:13]1[CH2:14][CH2:15][C:16]([CH3:49])([O:17][CH2:18][CH2:19][CH2:20][CH2:21][C@H:22]([CH3:46])[O:23][C:24]2[C:25]([F:45])=[CH:26][CH:27]=[CH:28][C:29]=2[C:30]2[CH:44]=[C:34]3[CH:33]=[CH:32][CH:31]=2)[CH2:47][CH2:48]1)[C:7]([OH:9])=[O:8])([CH3:4])([CH3:2])[CH3:3], predict the reactants needed to synthesize it. The reactants are: [C:1]([O:5][C@@H:6]([C:11]1[C:40]([CH3:41])=[C:39]([CH3:42])[C:38]2=[N:43][C:35]3=[CH:36][N:37]2[C:12]=1[N:13]1[CH2:48][CH2:47][C:16]([CH3:49])([O:17][CH2:18][CH2:19][CH2:20][CH2:21][C@H:22]([CH3:46])[O:23][C:24]2[C:25]([F:45])=[CH:26][CH:27]=[CH:28][C:29]=2[C:30]2[CH:44]=[C:34]3[CH:33]=[CH:32][CH:31]=2)[CH2:15][CH2:14]1)[C:7]([O:9]C)=[O:8])([CH3:4])([CH3:3])[CH3:2].C(O[C@@H](C1C(C)=CC2=NC3=C(Cl)N2C=1N1CCC(C)(OCCCC[C@H](C)OC2C=CC(C)=CC=2C2C=C3C=CC=2)CC1)C(O)=O)(C)(C)C.